Dataset: Reaction yield outcomes from USPTO patents with 853,638 reactions. Task: Predict the reaction yield, written as a fraction of the theoretical maximum amount of product (1.0 means a 100% yield; for example, 0.34 means a 34% yield). (1) The reactants are [NH2:1][C:2]1[CH:7]=[CH:6][CH:5]=[CH:4][N:3]=1.C(N(CC)CC)C.[C:15](Cl)(=[O:20])[C:16]([CH3:19])([CH3:18])[CH3:17].C(=O)([O-])[O-].[K+].[K+]. The catalyst is C(Cl)Cl.CO. The product is [CH3:17][C:16]([CH3:19])([CH3:18])[C:15]([NH:1][C:2]1[CH:7]=[CH:6][CH:5]=[CH:4][N:3]=1)=[O:20]. The yield is 0.850. (2) The reactants are [O:1]1[CH2:5][CH2:4][O:3][CH:2]1[C:6]1[S:10][C:9]([CH3:11])=[C:8]([C@H:12]([OH:22])[C:13]2[CH:18]=[CH:17][CH:16]=[CH:15][C:14]=2[CH2:19][CH2:20]O)[CH:7]=1.N1C=CC=CC=1.C1C=CC(P(C2C=CC=CC=2)C2C=CC=CC=2)=CC=1.[I:48]I. The catalyst is C1C=CC=CC=1. The product is [O:1]1[CH2:5][CH2:4][O:3][CH:2]1[C:6]1[S:10][C:9]([CH3:11])=[C:8]([C@@H:12]([C:13]2[CH:18]=[CH:17][CH:16]=[CH:15][C:14]=2[CH2:19][CH2:20][I:48])[OH:22])[CH:7]=1. The yield is 0.730. (3) The reactants are [NH2:1][C:2]1[N:7]=[C:6]([S:8][CH2:9][C:10]([NH:12][C:13]2[CH:18]=[C:17]([C:19]([F:22])([F:21])[F:20])[CH:16]=[CH:15][C:14]=2[NH2:23])=O)[C:5]([C:24]#[N:25])=[C:4]([S:26][CH3:27])[N:3]=1. The catalyst is CC(O)=O. The product is [NH2:1][C:2]1[N:3]=[C:4]([S:26][CH3:27])[C:5]([C:24]#[N:25])=[C:6]([S:8][CH2:9][C:10]2[NH:12][C:13]3[CH:18]=[C:17]([C:19]([F:22])([F:21])[F:20])[CH:16]=[CH:15][C:14]=3[N:23]=2)[N:7]=1. The yield is 0.940. (4) The reactants are [CH2:1]([O:8][C:9]1[CH:10]=[C:11]([CH:24]=[CH:25][C:26]=1[O:27][CH2:28][C:29]1[CH:34]=[CH:33][CH:32]=[CH:31][CH:30]=1)[C:12]1[O:13][C:14]2[C:19]([C:20](=[O:22])[CH:21]=1)=[CH:18][CH:17]=[C:16]([OH:23])[CH:15]=2)[C:2]1[CH:7]=[CH:6][CH:5]=[CH:4][CH:3]=1.[Cl-].C(OC1C=C(C=CC=1OCC1C=CC=CC=1)C1OC2C(C(=O)C=1)=CC=C([CH2:58][CH2:59][CH2:60][N+:61](C)([CH3:63])[CH3:62])C=2)C1C=CC=CC=1.CNC. The catalyst is O. The product is [CH2:1]([O:8][C:9]1[CH:10]=[C:11]([CH:24]=[CH:25][C:26]=1[O:27][CH2:28][C:29]1[CH:34]=[CH:33][CH:32]=[CH:31][CH:30]=1)[C:12]1[O:13][C:14]2[C:19]([C:20](=[O:22])[CH:21]=1)=[CH:18][CH:17]=[C:16]([O:23][CH2:58][CH2:59][CH2:60][N:61]([CH3:63])[CH3:62])[CH:15]=2)[C:2]1[CH:3]=[CH:4][CH:5]=[CH:6][CH:7]=1. The yield is 0.600. (5) The reactants are [CH2:1]([O:8][C:9]1[CH:14]=[CH:13][C:12]([NH2:15])=[CH:11][C:10]=1[C:16]1[N:17]([CH3:22])[N:18]=[CH:19][C:20]=1[Br:21])[C:2]1[CH:7]=[CH:6][CH:5]=[CH:4][CH:3]=1.[Cl:23][C:24]1[CH:29]=[CH:28][C:27]([N:30]=[C:31]=[O:32])=[CH:26][CH:25]=1. The catalyst is C(Cl)Cl. The product is [CH2:1]([O:8][C:9]1[CH:14]=[CH:13][C:12]([NH:15][C:31]([NH:30][C:27]2[CH:28]=[CH:29][C:24]([Cl:23])=[CH:25][CH:26]=2)=[O:32])=[CH:11][C:10]=1[C:16]1[N:17]([CH3:22])[N:18]=[CH:19][C:20]=1[Br:21])[C:2]1[CH:3]=[CH:4][CH:5]=[CH:6][CH:7]=1. The yield is 0.420. (6) The reactants are C(OC([N:8]1[CH2:13][CH:12]=[C:11]([C:14]2[CH:19]=[C:18]([CH:20]3[CH2:24][CH2:23][CH2:22][CH2:21]3)[C:17]([O:25]C(OC)=O)=[CH:16][C:15]=2[NH:30][C:31]([CH:33]2[O:38][C:37]3[CH:39]=[CH:40][C:41]([C:43]#[N:44])=[CH:42][C:36]=3[N:35](C(OCC)=O)[CH2:34]2)=[O:32])[CH2:10][CH2:9]1)=O)(C)(C)C.[OH-].[Na+].Cl. The catalyst is CO.O. The product is [C:43]([C:41]1[CH:40]=[CH:39][C:37]2[O:38][CH:33]([C:31]([NH:30][C:15]3[CH:16]=[C:17]([OH:25])[C:18]([CH:20]4[CH2:21][CH2:22][CH2:23][CH2:24]4)=[CH:19][C:14]=3[C:11]3[CH2:12][CH2:13][NH:8][CH2:9][CH:10]=3)=[O:32])[CH2:34][NH:35][C:36]=2[CH:42]=1)#[N:44]. The yield is 0.190.